From a dataset of hERG Central: cardiac toxicity at 1µM, 10µM, and general inhibition. Predict hERG channel inhibition at various concentrations. (1) The drug is Cc1c(CN2CCCC(C(=O)c3cccc(OC(C)C)c3)C2)c(=O)n(-c2ccccc2)n1C. Results: hERG_inhib (hERG inhibition (general)): blocker. (2) The compound is COc1ccccc1N1CCN(C(=O)c2cc3c(=O)n4ccccc4nc3s2)CC1.Cl. Results: hERG_inhib (hERG inhibition (general)): blocker. (3) The drug is CCCCn1c(=NC(=O)c2ccco2)c(C(=O)OCC)cc2c(=O)n3ccccc3nc21. Results: hERG_inhib (hERG inhibition (general)): blocker. (4) The molecule is CCOc1cc(/C=N/Nc2nc(N3CCCC3)nc(N3CCCC3)n2)ccc1O. Results: hERG_inhib (hERG inhibition (general)): blocker. (5) The drug is CCOC(=O)N1CCN(C(=O)c2cc(S(=O)(=O)N3CCc4ccccc43)ccc2OC)CC1. Results: hERG_inhib (hERG inhibition (general)): blocker. (6) The compound is Cc1cccc(CCNCc2cc3cccc(C)c3[nH]c2=O)c1. Results: hERG_inhib (hERG inhibition (general)): blocker. (7) The compound is O=C(NCc1ccco1)C1CCN(C(=O)c2cc3sccc3n2Cc2ccc(Cl)cc2)CC1. Results: hERG_inhib (hERG inhibition (general)): blocker.